Regression/Classification. Given a drug SMILES string, predict its absorption, distribution, metabolism, or excretion properties. Task type varies by dataset: regression for continuous measurements (e.g., permeability, clearance, half-life) or binary classification for categorical outcomes (e.g., BBB penetration, CYP inhibition). Dataset: hlm. From a dataset of Human liver microsome stability data. (1) The compound is CSc1nc2ccccn2c(=O)c1S(=O)(=O)c1ccccc1. The result is 0 (unstable in human liver microsomes). (2) The compound is COc1ccc2c(c1)[C@]1(C[C@H]1c1ccc3c(C=Cc4ccc(CN5CCCCC5)cc4)[nH]nc3c1)C(=O)N2. The result is 0 (unstable in human liver microsomes). (3) The compound is COc1cccc(CN(C)C(=O)c2cc3ccc(-c4cn[nH]c4)nc3[nH]2)c1. The result is 1 (stable in human liver microsomes). (4) The molecule is O=C(O[C@@H]1CC[C@@H](c2cccc(F)c2F)[C@H](O)c2cccnc21)N1CCC(n2c(O)nc3ncccc32)CC1. The result is 0 (unstable in human liver microsomes). (5) The drug is Cc1c(O)c2ccc3c(c2oc1=O)[C@@H](OC(=O)C12CCC(C)(C(=O)O1)C2(C)C)[C@@H](OC(=O)C12CCC(C)(C(=O)O1)C2(C)C)C(C)(C)O3. The result is 1 (stable in human liver microsomes). (6) The compound is CC[C@@H]1C[C@@H](C(=O)NCc2cccc(N)n2)CN(Cc2nc(-c3ccccc3)oc2C)C1. The result is 1 (stable in human liver microsomes). (7) The compound is Cn1c(-c2cccnc2)c(C#N)c2ccc(Cl)cc21. The result is 0 (unstable in human liver microsomes).